From a dataset of Forward reaction prediction with 1.9M reactions from USPTO patents (1976-2016). Predict the product of the given reaction. (1) Given the reactants [CH3:1][C:2]1[CH:10]=[C:9]([O:11][C:12]([F:15])([F:14])[F:13])[CH:8]=[CH:7][C:3]=1[C:4]([NH2:6])=O.Cl.[OH-].[Na+], predict the reaction product. The product is: [CH3:1][C:2]1[CH:10]=[C:9]([O:11][C:12]([F:13])([F:14])[F:15])[CH:8]=[CH:7][C:3]=1[CH2:4][NH2:6]. (2) The product is: [Br:16][C:17]1[CH:18]=[C:19]([CH:22]=[CH:23][CH:24]=1)[CH2:20][N:11]([CH2:12][CH:13]([CH3:15])[CH3:14])[S:8]([C:3]1[CH:4]=[CH:5][CH:6]=[CH:7][C:2]=1[Cl:1])(=[O:9])=[O:10]. Given the reactants [Cl:1][C:2]1[CH:7]=[CH:6][CH:5]=[CH:4][C:3]=1[S:8]([NH:11][CH2:12][CH:13]([CH3:15])[CH3:14])(=[O:10])=[O:9].[Br:16][C:17]1[CH:18]=[C:19]([CH:22]=[CH:23][CH:24]=1)[CH2:20]Br.C(=O)([O-])[O-].[Cs+].[Cs+], predict the reaction product.